This data is from Peptide-MHC class I binding affinity with 185,985 pairs from IEDB/IMGT. The task is: Regression. Given a peptide amino acid sequence and an MHC pseudo amino acid sequence, predict their binding affinity value. This is MHC class I binding data. (1) The peptide sequence is SFHSTKEEFI. The MHC is H-2-Db with pseudo-sequence H-2-Db. The binding affinity (normalized) is 0.122. (2) The peptide sequence is LTGVEAVMY. The MHC is HLA-A01:01 with pseudo-sequence HLA-A01:01. The binding affinity (normalized) is 0.686. (3) The peptide sequence is GARVIWMDA. The MHC is HLA-A68:02 with pseudo-sequence HLA-A68:02. The binding affinity (normalized) is 0.0462. (4) The peptide sequence is YCPGTTVTL. The MHC is HLA-A29:02 with pseudo-sequence HLA-A29:02. The binding affinity (normalized) is 0.0847. (5) The binding affinity (normalized) is 0.681. The peptide sequence is YTTTIKPVSY. The MHC is HLA-A29:02 with pseudo-sequence HLA-A29:02. (6) The peptide sequence is GSPITYSTY. The MHC is Mamu-A01 with pseudo-sequence Mamu-A01. The binding affinity (normalized) is 0.323. (7) The binding affinity (normalized) is 0.539. The MHC is BoLA-D18.4 with pseudo-sequence BoLA-D18.4. The peptide sequence is THYSGNIVH. (8) The peptide sequence is TMADLVYAL. The MHC is HLA-A29:02 with pseudo-sequence HLA-A29:02. The binding affinity (normalized) is 0.0719.